This data is from Forward reaction prediction with 1.9M reactions from USPTO patents (1976-2016). The task is: Predict the product of the given reaction. (1) Given the reactants [NH2:1][N:2]1[N:11]=[C:10]([CH2:12][C:13]2[CH:18]=[CH:17][C:16]([Cl:19])=[CH:15][CH:14]=2)[C:9]2[C:4](=[CH:5][CH:6]=[CH:7][CH:8]=2)[C:3]1=[O:20].[F:21][C:22]1[CH:23]=[C:24]([CH2:29][C:30](O)=[O:31])[CH:25]=[C:26]([F:28])[CH:27]=1, predict the reaction product. The product is: [Cl:19][C:16]1[CH:15]=[CH:14][C:13]([CH2:12][C:10]2[C:9]3[C:4](=[CH:5][CH:6]=[CH:7][CH:8]=3)[C:3](=[O:20])[N:2]([NH:1][C:30](=[O:31])[CH2:29][C:24]3[CH:23]=[C:22]([F:21])[CH:27]=[C:26]([F:28])[CH:25]=3)[N:11]=2)=[CH:18][CH:17]=1. (2) Given the reactants Cl[C:2]1[N:7]=[C:6]([O:8][CH3:9])[CH:5]=[CH:4][N:3]=1.[CH:10]([C:12]1[CH:13]=[C:14](B(O)O)[CH:15]=[CH:16][CH:17]=1)=[O:11], predict the reaction product. The product is: [CH3:9][O:8][C:6]1[CH:5]=[CH:4][N:3]=[C:2]([C:16]2[CH:17]=[C:12]([CH:13]=[CH:14][CH:15]=2)[CH:10]=[O:11])[N:7]=1.